Dataset: Forward reaction prediction with 1.9M reactions from USPTO patents (1976-2016). Task: Predict the product of the given reaction. (1) The product is: [Cl:1][C:2]1[CH:10]=[C:9]2[C:5](=[CH:4][CH:3]=1)[CH2:6][CH:7]=[CH:8]2. Given the reactants [Cl:1][C:2]1[CH:10]=[C:9]2[C:5]([CH2:6][CH2:7][CH:8]2O)=[CH:4][CH:3]=1.O.C1(C)C=CC(S(O)(=O)=O)=CC=1, predict the reaction product. (2) Given the reactants [NH:1]1[C:5]2[N:6]=[CH:7][CH:8]=[C:9]([C:10]#[N:11])[C:4]=2[CH:3]=[CH:2]1.[NH2:12][OH:13], predict the reaction product. The product is: [OH:13][NH:12][C:10]([C:9]1[C:4]2[CH:3]=[CH:2][NH:1][C:5]=2[N:6]=[CH:7][CH:8]=1)=[NH:11].